Predict the reactants needed to synthesize the given product. From a dataset of Full USPTO retrosynthesis dataset with 1.9M reactions from patents (1976-2016). (1) Given the product [Si:19]([O:18][C@H:15]1[C@:14]2([CH3:26])[N:13]([C:11](=[O:12])[N:10]([C:4]3[CH:5]=[CH:6][C:7]([C:8]#[N:9])=[C:2]([Cl:1])[C:3]=3[CH3:29])[CH2:27]2)[CH2:17][CH2:16]1)([C:22]([CH3:25])([CH3:24])[CH3:23])([CH3:20])[CH3:21], predict the reactants needed to synthesize it. The reactants are: [Cl:1][C:2]1[C:3]([CH3:29])=[C:4]([NH:10][C:11]([N:13]2[CH2:17][CH2:16][C@@H:15]([O:18][Si:19]([C:22]([CH3:25])([CH3:24])[CH3:23])([CH3:21])[CH3:20])[C@:14]2([CH2:27]O)[CH3:26])=[O:12])[CH:5]=[CH:6][C:7]=1[C:8]#[N:9].CC(C)([O-])C.[K+].C1(C)C=CC(S(Cl)(=O)=O)=CC=1. (2) Given the product [Cl:6][C:7]1[CH:15]=[C:14]2[C:10]([C:11]([NH:16][C:17](=[O:21])[CH2:18][CH2:19][CH3:20])=[N:12][NH:13]2)=[CH:9][C:8]=1[C:22]1[CH:23]=[CH:24][C:25]([OH:28])=[CH:26][CH:27]=1, predict the reactants needed to synthesize it. The reactants are: C[Si](I)(C)C.[Cl:6][C:7]1[CH:15]=[C:14]2[C:10]([C:11]([NH:16][C:17](=[O:21])[CH2:18][CH2:19][CH3:20])=[N:12][NH:13]2)=[CH:9][C:8]=1[C:22]1[CH:27]=[CH:26][C:25]([O:28]CC2C=CC=CC=2)=[CH:24][CH:23]=1. (3) Given the product [CH2:6]([C:8]1[CH:9]=[CH:10][C:11]([CH2:12][O:13][C:14]2[CH:19]=[CH:18][C:17]([CH:20]3[CH2:52][N:51]([C:53]([C:42]4[CH:41]=[C:40]([OH:3])[CH:45]=[CH:44][N:46]=4)=[O:54])[CH2:50]3)=[CH:16][C:15]=2[O:24][CH3:25])=[CH:26][CH:27]=1)[CH3:7], predict the reactants needed to synthesize it. The reactants are: CS(O)(=O)=[O:3].[CH2:6]([C:8]1[CH:27]=[CH:26][C:11]([CH2:12][O:13][C:14]2[CH:19]=[CH:18][C:17]([CH:20]3CNC3)=[CH:16][C:15]=2[O:24][CH3:25])=[CH:10][CH:9]=1)[CH3:7].CCN=C=NCCCN(C)C.Cl.[CH:40]1[CH:41]=[CH:42]C2N(O)N=[N:46][C:44]=2[CH:45]=1.[CH3:50][N:51]([CH:53]=[O:54])[CH3:52].